From a dataset of Catalyst prediction with 721,799 reactions and 888 catalyst types from USPTO. Predict which catalyst facilitates the given reaction. (1) Reactant: CO[C:3](=[O:29])/[CH:4]=[CH:5]/[C:6]1[CH:11]=[CH:10][CH:9]=[CH:8][C:7]=1[N:12]1[CH2:17][CH2:16][N:15]([CH2:18][C:19]2[CH:24]=[CH:23][C:22]([O:25][CH:26]([CH3:28])[CH3:27])=[CH:21][CH:20]=2)[CH2:14][CH2:13]1.[NH2:30][OH:31].[OH-].[Na+]. Product: [OH:31][NH:30][C:3](=[O:29])/[CH:4]=[CH:5]/[C:6]1[CH:11]=[CH:10][CH:9]=[CH:8][C:7]=1[N:12]1[CH2:13][CH2:14][N:15]([CH2:18][C:19]2[CH:20]=[CH:21][C:22]([O:25][CH:26]([CH3:28])[CH3:27])=[CH:23][CH:24]=2)[CH2:16][CH2:17]1. The catalyst class is: 87. (2) Reactant: [P:1](Cl)(Cl)([O:3][C:4]1[CH:9]=[CH:8][CH:7]=[CH:6][CH:5]=1)=[O:2].[CH:12]1([O:18][C:19](=[O:23])[C@H:20]([CH3:22])[NH2:21])[CH2:17][CH2:16][CH2:15][CH2:14][CH2:13]1.C(N(CC)CC)C.[F:31][C:32]1[C:37]([OH:38])=[C:36]([F:39])[C:35]([F:40])=[C:34]([F:41])[C:33]=1[F:42]. Product: [F:31][C:32]1[C:33]([F:42])=[C:34]([F:41])[C:35]([F:40])=[C:36]([F:39])[C:37]=1[O:38][P:1]([NH:21][C@@H:20]([CH3:22])[C:19]([O:18][CH:12]1[CH2:17][CH2:16][CH2:15][CH2:14][CH2:13]1)=[O:23])([O:3][C:4]1[CH:9]=[CH:8][CH:7]=[CH:6][CH:5]=1)=[O:2]. The catalyst class is: 2. (3) Reactant: Cl.C(OC(=O)[NH:8][CH2:9][CH2:10][NH:11][S:12]([C:15]1[C:16]2[CH:17]=[CH:18][N:19]=[C:20]([Cl:25])[C:21]=2[CH:22]=[CH:23][CH:24]=1)(=[O:14])=[O:13])(C)(C)C. Product: [ClH:25].[NH2:8][CH2:9][CH2:10][NH:11][S:12]([C:15]1[C:16]2[CH:17]=[CH:18][N:19]=[C:20]([Cl:25])[C:21]=2[CH:22]=[CH:23][CH:24]=1)(=[O:13])=[O:14]. The catalyst class is: 2.